Dataset: Reaction yield outcomes from USPTO patents with 853,638 reactions. Task: Predict the reaction yield, written as a fraction of the theoretical maximum amount of product (1.0 means a 100% yield; for example, 0.34 means a 34% yield). (1) The reactants are COCCOC[O:7][C:8]1[CH:9]=[C:10]2[C:15](=[CH:16][CH:17]=1)[CH:14]=[C:13]([C:18]([N:20]([CH2:22][C:23]1[CH:24]=[C:25]([C:29]3[CH:34]=[CH:33][C:32]([CH2:35][CH:36]4[S:40][C:39](=[O:41])[NH:38][C:37]4=[O:42])=[CH:31][CH:30]=3)[CH:26]=[CH:27][CH:28]=1)[CH3:21])=[O:19])[CH:12]=[CH:11]2.S(=O)(=O)(O)O.O. The catalyst is O1CCCC1.CO. The product is [OH:7][C:8]1[CH:9]=[C:10]2[C:15](=[CH:16][CH:17]=1)[CH:14]=[C:13]([C:18]([N:20]([CH2:22][C:23]1[CH:24]=[C:25]([C:29]3[CH:34]=[CH:33][C:32]([CH2:35][CH:36]4[S:40][C:39](=[O:41])[NH:38][C:37]4=[O:42])=[CH:31][CH:30]=3)[CH:26]=[CH:27][CH:28]=1)[CH3:21])=[O:19])[CH:12]=[CH:11]2. The yield is 0.990. (2) The reactants are [C:1]([O:4][C:5]1[CH:10]=[CH:9][C:8]([C:11]2[C:20](=[O:21])[C:19]3[C:14](=[CH:15][C:16]([O:22][C:23](=[O:25])[CH3:24])=[CH:17][CH:18]=3)[O:13][C:12]=2[C:26]2[CH:31]=[CH:30][CH:29]=[CH:28][CH:27]=2)=[CH:7][CH:6]=1)(=[O:3])[CH3:2]. The catalyst is [Pd].C(OCC)(=O)C. The product is [C:1]([O:4][C:5]1[CH:6]=[CH:7][C:8]([CH:11]2[CH:20]([OH:21])[C:19]3[C:14](=[CH:15][C:16]([O:22][C:23](=[O:25])[CH3:24])=[CH:17][CH:18]=3)[O:13][CH:12]2[C:26]2[CH:31]=[CH:30][CH:29]=[CH:28][CH:27]=2)=[CH:9][CH:10]=1)(=[O:3])[CH3:2]. The yield is 0.650. (3) The reactants are CC1C=CC([C:8]2[CH:13]=[CH:12][C:11]([NH:14][C:15]([C:17]3[CH:39]=[CH:38][C:20]([O:21][C:22]4[CH:31]=[C:30]5[C:25]([CH:26]([C:32]([O:34]C)=[O:33])[CH2:27][CH2:28][O:29]5)=[CH:24][C:23]=4[C:36]#[N:37])=[CH:19][CH:18]=3)=[O:16])=[CH:10][CH:9]=2)=CC=1.O[Li].O.O1[CH2:48][CH2:47]OCC1.Cl. The catalyst is C1COCC1. The product is [C:36]([C:23]1[CH:24]=[C:25]2[C:30](=[CH:31][C:22]=1[O:21][C:20]1[CH:38]=[CH:39][C:17]([C:15](=[O:16])[NH:14][C:11]3[CH:10]=[C:9]([C:8]4[CH:13]=[CH:12][C:47]([CH3:48])=[CH:10][CH:9]=4)[CH:8]=[CH:13][CH:12]=3)=[CH:18][CH:19]=1)[O:29][CH2:28][CH2:27][CH:26]2[C:32]([OH:34])=[O:33])#[N:37]. The yield is 0.930. (4) The reactants are [CH3:1][N:2]([CH2:10][CH2:11][N:12]1[CH2:17][CH2:16][S:15][C:14]2[CH:18]=[CH:19][C:20]([N+:22]([O-])=O)=[CH:21][C:13]1=2)[C:3](=[O:9])[O:4][C:5]([CH3:8])([CH3:7])[CH3:6].I.[S:26]1[CH:30]=[CH:29][CH:28]=[C:27]1[C:31](SC)=[NH:32]. The catalyst is C(O)C.[Pd]. The product is [CH3:1][N:2]([CH2:10][CH2:11][N:12]1[CH2:17][CH2:16][S:15][C:14]2[CH:18]=[CH:19][C:20]([NH:22][C:31]([C:27]3[S:26][CH:30]=[CH:29][CH:28]=3)=[NH:32])=[CH:21][C:13]1=2)[C:3](=[O:9])[O:4][C:5]([CH3:8])([CH3:7])[CH3:6]. The yield is 0.528. (5) The reactants are [CH3:1][CH:2]([CH3:20])[CH2:3][CH:4]([N:8]1[C:16]2[C:11](=[CH:12][C:13]([CH3:17])=[CH:14][CH:15]=2)[C:10](=[O:18])[C:9]1=[O:19])[C:5]([OH:7])=O.[N:21]1[CH:26]=[CH:25][CH:24]=[CH:23][C:22]=1[NH2:27].C(N(CC)C(C)C)(C)C.F[P-](F)(F)(F)(F)F.N1(O[P+](N(C)C)(N(C)C)N(C)C)C2C=CC=CC=2N=N1. The catalyst is CN(C)C=O.C(OCC)(=O)C. The product is [N:21]1[CH:26]=[CH:25][CH:24]=[CH:23][C:22]=1[NH:27][C:5](=[O:7])[CH:4]([N:8]1[C:16]2[C:11](=[CH:12][C:13]([CH3:17])=[CH:14][CH:15]=2)[C:10](=[O:18])[C:9]1=[O:19])[CH2:3][CH:2]([CH3:1])[CH3:20]. The yield is 0.160. (6) The reactants are [Mg].[Cl:2][C:3]1[CH:10]=[CH:9][C:6]([CH2:7]Br)=[CH:5][CH:4]=1.[CH:11](=[O:15])[CH:12]([CH3:14])[CH3:13]. The catalyst is CCOCC.II. The product is [Cl:2][C:3]1[CH:10]=[CH:9][C:6]([CH2:7][CH:11]([OH:15])[CH:12]([CH3:14])[CH3:13])=[CH:5][CH:4]=1. The yield is 0.430. (7) The reactants are C[Si]([N-][Si](C)(C)C)(C)C.[K+].[C:11]1([C:17]2([NH:30][C@H:31]([C:37]([O:39][C:40]([CH3:43])([CH3:42])[CH3:41])=[O:38])[CH2:32][C:33]([O:35][CH3:36])=[O:34])[C:29]3[CH:28]=[CH:27][CH:26]=[CH:25][C:24]=3[C:23]3[C:18]2=[CH:19][CH:20]=[CH:21][CH:22]=3)[CH:16]=[CH:15][CH:14]=[CH:13][CH:12]=1.[CH3:44]I.[NH4+].[Cl-]. The catalyst is C1(C)C=CC=CC=1.O1CCCC1.O. The product is [CH3:44][CH:32]([C:33]([O:35][CH3:36])=[O:34])[C@@H:31]([C:37]([O:39][C:40]([CH3:43])([CH3:42])[CH3:41])=[O:38])[NH:30][C:17]1([C:11]2[CH:16]=[CH:15][CH:14]=[CH:13][CH:12]=2)[C:29]2[CH:28]=[CH:27][CH:26]=[CH:25][C:24]=2[C:23]2[C:18]1=[CH:19][CH:20]=[CH:21][CH:22]=2. The yield is 0.250. (8) The reactants are C(O[C:6]([N:8]1[CH2:13][CH2:12][N:11]([C:14](OC(C)(C)C)=O)[CH2:10][C@H:9]1[CH2:21][OH:22])=O)(C)(C)C.[H-].[H-].[H-].[H-].[Li+].[Al+3]. The catalyst is C1COCC1. The product is [CH3:6][N:8]1[CH2:13][CH2:12][N:11]([CH3:14])[CH2:10][C@H:9]1[CH2:21][OH:22]. The yield is 0.560. (9) The reactants are N1C=CC=CC=1.[CH2:7]([OH:12])[CH2:8][CH:9]([OH:11])[CH3:10].[C:13]1([CH3:23])[CH:18]=[CH:17][C:16]([S:19](Cl)(=[O:21])=[O:20])=[CH:15][CH:14]=1.O. The catalyst is C(Cl)Cl. The product is [C:13]1([CH3:23])[CH:18]=[CH:17][C:16]([S:19]([O:12][CH2:7][CH2:8][CH:9]([CH3:10])[OH:11])(=[O:21])=[O:20])=[CH:15][CH:14]=1. The yield is 0.570.